From a dataset of Reaction yield outcomes from USPTO patents with 853,638 reactions. Predict the reaction yield, written as a fraction of the theoretical maximum amount of product (1.0 means a 100% yield; for example, 0.34 means a 34% yield). (1) The reactants are [Cl:1][C:2]1[CH:3]=[C:4]([CH:17]=[CH:18][C:19]=1[O:20][CH2:21][C:22]1[CH:27]=[CH:26][CH:25]=[CH:24][N:23]=1)[NH:5][C:6]1[C:15]2[C:10](=[CH:11][CH:12]=[CH:13][C:14]=2F)[N:9]=[CH:8][N:7]=1.[CH3:28][N:29]([CH3:33])[CH2:30][CH2:31][OH:32].[H-].[Na+]. The catalyst is O1CCOCCOCCOCCOCC1.O1CCOCC1. The product is [Cl:1][C:2]1[CH:3]=[C:4]([CH:17]=[CH:18][C:19]=1[O:20][CH2:21][C:22]1[CH:27]=[CH:26][CH:25]=[CH:24][N:23]=1)[NH:5][C:6]1[C:15]2[C:10](=[CH:11][CH:12]=[CH:13][C:14]=2[O:32][CH2:31][CH2:30][N:29]([CH3:33])[CH3:28])[N:9]=[CH:8][N:7]=1. The yield is 0.660. (2) The reactants are N12CCCN=C1CCCCC2.[Cl:12][C:13]1[CH:18]=[CH:17][C:16]([C:19](=[CH2:24])[C:20]([O:22][CH3:23])=[O:21])=[CH:15][CH:14]=1.[N+:25]([CH:28]([CH3:30])[CH3:29])([O-:27])=[O:26]. The yield is 0.987. The catalyst is CC#N. The product is [Cl:12][C:13]1[CH:14]=[CH:15][C:16]([CH:19]([CH2:24][C:28]([CH3:30])([N+:25]([O-:27])=[O:26])[CH3:29])[C:20]([O:22][CH3:23])=[O:21])=[CH:17][CH:18]=1. (3) The reactants are [NH2:1][C:2]1[CH:3]=[CH:4][C:5]([O:19][CH2:20][CH2:21][CH3:22])=[C:6]([C:8]2[NH:13][C:12](=[O:14])[C:11]([CH2:15][CH3:16])=[C:10]([CH2:17][CH3:18])[N:9]=2)[CH:7]=1.O.CS[C:26](=[NH:28])[NH2:27]. The catalyst is C(O)(=O)C. The product is [CH2:17]([C:10]1[N:9]=[C:8]([C:6]2[CH:7]=[C:2]([NH:1][C:26]([NH2:28])=[NH:27])[CH:3]=[CH:4][C:5]=2[O:19][CH2:20][CH2:21][CH3:22])[NH:13][C:12](=[O:14])[C:11]=1[CH2:15][CH3:16])[CH3:18]. The yield is 0.250.